The task is: Predict the reaction yield, written as a fraction of the theoretical maximum amount of product (1.0 means a 100% yield; for example, 0.34 means a 34% yield).. This data is from Reaction yield outcomes from USPTO patents with 853,638 reactions. (1) The reactants are [C:1]1([CH:7]([C:28]2[CH:33]=[CH:32][CH:31]=[CH:30][CH:29]=2)[N:8]2[C:16]3[C:11](=[CH:12][CH:13]=[CH:14][CH:15]=3)[CH:10]([C:17]3[C:18]([OH:26])=[CH:19][C:20]4[O:24][CH2:23][CH2:22][C:21]=4[CH:25]=3)[C:9]2=[O:27])[CH:6]=[CH:5][CH:4]=[CH:3][CH:2]=1.Br[CH2:35][CH2:36]Br.C(=O)([O-])[O-].[Cs+].[Cs+]. The catalyst is O1CCCC1. The product is [C:28]1([CH:7]([C:1]2[CH:2]=[CH:3][CH:4]=[CH:5][CH:6]=2)[N:8]2[C:16]3[C:11](=[CH:12][CH:13]=[CH:14][CH:15]=3)[C:10]3([C:17]4[C:18](=[CH:19][C:20]5[O:24][CH2:23][CH2:22][C:21]=5[CH:25]=4)[O:26][CH2:36][CH2:35]3)[C:9]2=[O:27])[CH:33]=[CH:32][CH:31]=[CH:30][CH:29]=1. The yield is 0.390. (2) The yield is 0.460. The catalyst is C(Cl)Cl. The reactants are FC(F)(F)C(O)=O.COC[O:11][CH2:12][C@:13]1([CH3:24])[O:17][C:16]2=[N:18][C:19]([N+:21]([O-:23])=[O:22])=[CH:20][N:15]2[CH2:14]1. The product is [OH:11][CH2:12][C@:13]1([CH3:24])[O:17][C:16]2=[N:18][C:19]([N+:21]([O-:23])=[O:22])=[CH:20][N:15]2[CH2:14]1. (3) The reactants are [Cl:1][C:2]1[CH:7]=[CH:6][C:5]([CH:8]2[CH2:10][CH:9]2[NH:11][C:12]([C:14]2[CH:36]=[CH:35][C:17]([O:18][C:19]3[CH:28]=[C:27]4[C:22]([CH:23]([C:29]([O:31]C)=[O:30])[CH2:24][CH2:25][O:26]4)=[CH:21][C:20]=3[C:33]#[N:34])=[CH:16][CH:15]=2)=[O:13])=[CH:4][CH:3]=1.O[Li].O.Cl. The catalyst is C1COCC1. The product is [Cl:1][C:2]1[CH:7]=[CH:6][C:5]([CH:8]2[CH2:10][CH:9]2[NH:11][C:12]([C:14]2[CH:15]=[CH:16][C:17]([O:18][C:19]3[CH:28]=[C:27]4[C:22]([CH:23]([C:29]([OH:31])=[O:30])[CH2:24][CH2:25][O:26]4)=[CH:21][C:20]=3[C:33]#[N:34])=[CH:35][CH:36]=2)=[O:13])=[CH:4][CH:3]=1. The yield is 0.950. (4) The reactants are [Cl:1][C:2]1[CH:7]=[C:6]2[NH:8][C:9](=[O:31])[C:10]3([CH:15]([C:16]4[CH:21]=[CH:20][CH:19]=[C:18]([Cl:22])[CH:17]=4)[CH2:14][C:13](=[O:23])[N:12]([CH2:24][C:25](F)=[O:26])[CH:11]3[C:28]([CH3:30])=[CH2:29])[C:5]2=[CH:4][CH:3]=1.[NH2:32][C:33]([CH3:37])([CH3:36])[CH2:34][OH:35].CN1CCOCC1. The catalyst is CN(C)C1C=CN=CC=1.O1CCCC1. The product is [Cl:1][C:2]1[CH:7]=[C:6]2[NH:8][C:9](=[O:31])[C:10]3([CH:15]([C:16]4[CH:21]=[CH:20][CH:19]=[C:18]([Cl:22])[CH:17]=4)[CH2:14][C:13](=[O:23])[N:12]([CH2:24][C:25]([NH:32][C:33]([CH3:37])([CH3:36])[CH2:34][OH:35])=[O:26])[CH:11]3[C:28]([CH3:30])=[CH2:29])[C:5]2=[CH:4][CH:3]=1. The yield is 0.359. (5) The reactants are C[NH+]([CH2:4][C:5]([CH2:10]N(C)C)=[CH:6][NH+](C)C)C.Cl.[NH2:15][C:16]([NH2:18])=[NH:17].[OH-:19].[Na+]. The catalyst is C(#N)C.O. The product is [NH2:17][C:16]1[N:18]=[CH:6][C:5]([CH:10]=[O:19])=[CH:4][N:15]=1. The yield is 0.727. (6) The reactants are [OH:1][C:2]1[CH:7]=[CH:6][C:5]([C:8](=[O:16])[CH2:9][C:10](=O)[CH2:11][CH2:12][CH2:13][CH3:14])=[CH:4][CH:3]=1.[N+:17]([C:20]1[CH:25]=[CH:24][C:23]([O:26][NH2:27])=[CH:22][CH:21]=1)([O-:19])=[O:18]. The catalyst is C(O)(=O)C. The product is [N+:17]([C:20]1[CH:21]=[CH:22][C:23]([O:26][N:27]=[C:10]([CH2:11][CH2:12][CH2:13][CH3:14])[CH2:9][C:8]([C:5]2[CH:6]=[CH:7][C:2]([OH:1])=[CH:3][CH:4]=2)=[O:16])=[CH:24][CH:25]=1)([O-:19])=[O:18]. The yield is 0.880. (7) The catalyst is C1COCC1.C(Cl)Cl. The reactants are [Mg].Br[C:3]1[CH:8]=[CH:7][C:6]([C:9]2[CH:14]=[C:13]([Cl:15])[CH:12]=[CH:11][C:10]=2[CH:16]=[CH2:17])=[CH:5][CH:4]=1.[O:18]=[C:19]1[CH2:23][N:22]([C:24]([O:26][CH2:27][CH2:28][Si:29]([CH3:32])([CH3:31])[CH3:30])=[O:25])[C@H:21]([C:33]([O:35][CH3:36])=[O:34])[CH2:20]1. The yield is 0.140. The product is [Cl:15][C:13]1[CH:12]=[CH:11][C:10]([CH:16]=[CH2:17])=[C:9]([C:6]2[CH:7]=[CH:8][C:3]([C@@:19]3([OH:18])[CH2:23][N:22]([C:24]([O:26][CH2:27][CH2:28][Si:29]([CH3:32])([CH3:30])[CH3:31])=[O:25])[C@H:21]([C:33]([O:35][CH3:36])=[O:34])[CH2:20]3)=[CH:4][CH:5]=2)[CH:14]=1.